This data is from Experimentally validated miRNA-target interactions with 360,000+ pairs, plus equal number of negative samples. The task is: Binary Classification. Given a miRNA mature sequence and a target amino acid sequence, predict their likelihood of interaction. (1) The miRNA is mmu-miR-291b-3p with sequence AAAGUGCAUCCAUUUUGUUUGU. The protein sequence of the target gene is METAGAATGQPASGLEAPGSTNDRLFLVKGGIFLGTVAAAGMLAGFITTLSLAKKKSPEWFNKGSMATAALPESGSSLALRALGWGSLYAWCGVGVISFAVWKALGVHSMNDFRSKMQSIFPTIPKNSESAVEWEETLKSK. Result: 0 (no interaction). (2) The miRNA is hsa-miR-1293 with sequence UGGGUGGUCUGGAGAUUUGUGC. The protein sequence of the target gene is MMGLFPRTTGALAIFVVVILVHGELRIETKGQYDEEEMTMQQAKRRQKREWVKFAKPCREGEDNSKRNPIAKITSDYQATQKITYRISGVGIDQPPFGIFVVDKNTGDINITAIVDREETPSFLITCRALNAQGLDVEKPLILTVKILDINDNPPVFSQQIFMGEIEENSASNSLVMILNATDADEPNHLNSKIAFKIVSQEPAGTPMFLLSRNTGEVRTLTNSLDREQASSYRLVVSGADKDGEGLSTQCECNIKVKDVNDNFPMFRDSQYSARIEENILSSELLRFQVTDLDEEYTDN.... Result: 0 (no interaction). (3) The miRNA is hsa-miR-6878-3p with sequence CUGGCCUCUUCUUUCUCCUAG. The protein sequence of the target gene is MATLLSHPQQRPPFLRQAIKIRRRRVRDLQDPPPQMAPEIQPPSHHFSPEQRALLYEDALYTVLHRLGHPEPNHVTEASELLRYLQEAFHVEPEEHQQTLQRVRELEKPIFCLKATVKQAKGILGKDVSGFSDPYCLLGIEQGVGVPGGSPGSRHRQKAVVRHTIPEEETHRTQVITQTLNPVWDETFILEFEDITNASFHLDMWDLDTVESVRQKLGELTDLHGLRRIFKEARKDKGQDDFLGNVVLRLQDLRCREDQWYPLEPRTETYPDRGQCHLQFQLIHKRRATSASRSQPSYTV.... Result: 0 (no interaction). (4) The miRNA is mmu-miR-7000-3p with sequence CACCCACCUGCCUGUCCUCCAG. The protein sequence of the target gene is MRPRKAFLLLLLLGLVQLLAVAGAEGPDEDSSNRENAIEDEEEEEEEDDDEEEDDLEVKEENGVLVLNDANFDNFVADKDTVLLEFYAPWCGHCKQFAPEYEKIANILKDKDPPIPVAKIDATSASVLASRFDVSGYPTIKILKKGQAVDYEGSRTQEEIVAKVREVSQPDWTPPPEVTLVLTKENFDEVVNDADIILVEFYAPWCGHCKKLAPEYEKAAKELSKRSPPIPLAKVDATAETDLAKRFDVSGYPTLKIFRKGRPYDYNGPREKYGIVDYMIEQSGPPSKEILTLKQVQEFL.... Result: 0 (no interaction). (5) The miRNA is mmu-miR-704 with sequence AGACAUGUGCUCUGCUCCUAG. The protein sequence of the target gene is MAVKKIAIFGATGQTGLTTLAQAVQAGYEVTVLVRDSSRLPSEGPRPAHVVVGDVLQAADVDKTVAGQDAVIVLLGTRNDLSPTTVMSEGARNIVAAMKAHGVDKVVACTSAFLLWDPTKVPPRLQAVTDDHIRMHKVLRESGLKYVAVMPPHIGDQPLTGAYTVTLDGRGPSRVISKHDLGHFMLRCLTTDEYDGHSTYPSHQYQ. Result: 0 (no interaction). (6) The miRNA is hsa-miR-3619-3p with sequence GGGACCAUCCUGCCUGCUGUGG. The protein sequence of the target gene is MGPPPGIGVYCRGGCGAARLLAWCFLLALSPHAPGSRGAEAVWTAYLNVSWRVPHTGVNRTVWELSEEGVYGQDSPLEPVSGVLVPPDGPGALNACNPHTNFTVPTVWGSTVQVSWLALIQRGGGCTFADKIHLASERGASGAVIFNFPGTRNEVIPMSHPGAGDIVAIMIGNLKGTKILQSIQRGIQVTMVIEVGKKHGPWVNHYSIFFVSVSFFIITAATVGYFIFYSARRLRNARAQSRKQRQLKADAKKAIGKLQLRTLKQGDKEIGPDGDSCAVCIELYKPNDLVRILTCNHIFH.... Result: 0 (no interaction). (7) The miRNA is hsa-miR-4724-3p with sequence GUACCUUCUGGUUCAGCUAGU. The protein sequence of the target gene is MDEQALLGLNPNADSDFRQRALAYFEQLKISPDAWQVCAEALAQRTYSDDHVKFFCFQVLEHQVKYKYSELTTVQQQLIRETLISWLQAQMLNPQPEKTFIRNKAAQVFALLFVTEYLTKWPKFFFDILSVVDLNPRGVDLYLRILMAIDSELVDRDVVHTSEEARRNTLIKDTMREQCIPNLVESWYQILQNYQFTNSEVTCQCLEVVGAYVSWIDLSLIANDRFINMLLGHMSIEVLREEACDCLFEVVNKGMDPVDKMKLVESLCQVLQSAGFFSIDQEEDVDFLARFSKLVNGMGQ.... Result: 1 (interaction).